Dataset: Catalyst prediction with 721,799 reactions and 888 catalyst types from USPTO. Task: Predict which catalyst facilitates the given reaction. (1) Reactant: C[O:2][C:3]1[C:8]2=[C:9]([CH3:33])[N:10]([CH2:25][O:26][CH2:27][CH2:28][Si:29]([CH3:32])([CH3:31])[CH3:30])[C:11]([C:12]3[CH:17]=[CH:16][CH:15]=[CH:14][C:13]=3[O:18][C:19]3[CH:24]=[CH:23][CH:22]=[CH:21][CH:20]=3)=[C:7]2[CH:6]=[C:5]([CH2:34][O:35][CH3:36])[N:4]=1.[I-].[Li+]. Product: [CH3:36][O:35][CH2:34][C:5]1[NH:4][C:3](=[O:2])[C:8]2=[C:9]([CH3:33])[N:10]([CH2:25][O:26][CH2:27][CH2:28][Si:29]([CH3:30])([CH3:32])[CH3:31])[C:11]([C:12]3[CH:17]=[CH:16][CH:15]=[CH:14][C:13]=3[O:18][C:19]3[CH:24]=[CH:23][CH:22]=[CH:21][CH:20]=3)=[C:7]2[CH:6]=1. The catalyst class is: 17. (2) Reactant: Cl[C:2]1[C:3]2[C:4](=[CH:18][N:19](CC3C=CC(OC)=CC=3)[N:20]=2)[N:5]=[C:6]([C:8]2[CH:13]=[CH:12][C:11]([O:14][CH3:15])=[C:10]([O:16][CH3:17])[CH:9]=2)[N:7]=1.[NH2:30][C:31]1[CH:41]=[CH:40][C:34]2[O:35][CH2:36][C:37](=[O:39])[NH:38][C:33]=2[CH:32]=1.Cl. Product: [CH3:17][O:16][C:10]1[CH:9]=[C:8]([C:6]2[N:7]=[C:2]([NH:30][C:31]3[CH:41]=[CH:40][C:34]4[O:35][CH2:36][C:37](=[O:39])[NH:38][C:33]=4[CH:32]=3)[C:3]3[NH:20][N:19]=[CH:18][C:4]=3[N:5]=2)[CH:13]=[CH:12][C:11]=1[O:14][CH3:15]. The catalyst class is: 71.